From a dataset of Human liver microsome stability data. Regression/Classification. Given a drug SMILES string, predict its absorption, distribution, metabolism, or excretion properties. Task type varies by dataset: regression for continuous measurements (e.g., permeability, clearance, half-life) or binary classification for categorical outcomes (e.g., BBB penetration, CYP inhibition). Dataset: hlm. The molecule is CC(C)[C@]1(C(=O)N2C[C@@H]3C[C@H]2CN3C(=O)C2CCCCC2)CC[C@@H](NC2CCOCC2)C1. The result is 0 (unstable in human liver microsomes).